Dataset: Catalyst prediction with 721,799 reactions and 888 catalyst types from USPTO. Task: Predict which catalyst facilitates the given reaction. (1) Reactant: [CH3:1][O:2][C:3]1[CH:12]=[CH:11][C:6]([C:7]([NH:9][NH2:10])=[O:8])=[C:5]([N:13]2[CH2:18][CH2:17][CH:16]([CH2:19][O:20][CH2:21][O:22][CH3:23])[CH2:15][CH2:14]2)[CH:4]=1.C(N(CC)CC)C.[CH3:31][C:32]([CH3:37])([CH3:36])[C:33](Cl)=[O:34].O. The catalyst class is: 1. Product: [CH3:31][C:32]([CH3:37])([CH3:36])[C:33]([NH:10][NH:9][C:7](=[O:8])[C:6]1[CH:11]=[CH:12][C:3]([O:2][CH3:1])=[CH:4][C:5]=1[N:13]1[CH2:18][CH2:17][CH:16]([CH2:19][O:20][CH2:21][O:22][CH3:23])[CH2:15][CH2:14]1)=[O:34]. (2) Reactant: [NH2:1][C:2]1[CH:11]=[C:10]2[C:5]([CH2:6][CH2:7][C:8](=[O:12])[NH:9]2)=[CH:4][C:3]=1[Br:13].[CH3:14][Si]([N-][Si](C)(C)C)(C)C.[K+].CI. Product: [NH2:1][C:2]1[CH:11]=[C:10]2[C:5]([CH2:6][CH2:7][C:8](=[O:12])[N:9]2[CH3:14])=[CH:4][C:3]=1[Br:13]. The catalyst class is: 1. (3) Reactant: [CH3:1][O:2][C:3]([C:5]1([S:17][CH3:18])[CH2:9][CH2:8][N:7](CC2C=CC=CC=2)[CH2:6]1)=[O:4].CN(C)C1C2C(=CC=CC=2N(C)C)C=CC=1.ClC(C)C(Cl)=O. Product: [CH3:1][O:2][C:3]([C:5]1([S:17][CH3:18])[CH2:9][CH2:8][NH:7][CH2:6]1)=[O:4]. The catalyst class is: 68. (4) Reactant: [CH:1]1([NH:4][C:5]([C:7]2[N:8]=[N:9][N:10]([C:12]3[CH:17]=[CH:16][C:15]([C:18]([NH:20][CH2:21][CH3:22])=[O:19])=[CH:14][C:13]=3[OH:23])[CH:11]=2)=[O:6])[CH2:3][CH2:2]1.Br[CH2:25][CH2:26][CH2:27][CH2:28][CH2:29][F:30].C(=O)([O-])[O-].[K+].[K+].O. Product: [CH:1]1([NH:4][C:5]([C:7]2[N:8]=[N:9][N:10]([C:12]3[CH:17]=[CH:16][C:15]([C:18]([NH:20][CH2:21][CH3:22])=[O:19])=[CH:14][C:13]=3[O:23][CH2:25][CH2:26][CH2:27][CH2:28][CH2:29][F:30])[CH:11]=2)=[O:6])[CH2:3][CH2:2]1. The catalyst class is: 3. (5) Reactant: [Br:1][CH2:2][CH2:3][CH2:4][CH2:5]/[CH:6]=[CH:7]\[CH:8]=[CH:9]/[CH2:10][CH2:11][CH2:12][CH2:13]Br.[N:15]1[CH:20]=[CH:19][CH:18]=[CH:17][C:16]=1[CH3:21]. Product: [Br-:1].[Br-:1].[CH2:2]([N+:15]1[CH:20]=[CH:19][CH:18]=[CH:17][C:16]=1[CH3:21])[CH2:3][CH2:4][CH2:5]/[CH:6]=[CH:7]\[CH:8]=[CH:9]/[CH2:10][CH2:11][CH2:12][CH2:13][N+:15]1[CH:20]=[CH:19][CH:18]=[CH:17][C:16]=1[CH3:21]. The catalyst class is: 10. (6) Reactant: [CH3:1][C:2]([C:15]1[CH:16]=[C:17]([CH3:21])[CH:18]=[CH:19][CH:20]=1)([CH2:8][C:9]1[CH:14]=[CH:13][CH:12]=[CH:11][CH:10]=1)[C:3]([O:5]CC)=[O:4].[OH-].[Na+]. Product: [CH3:1][C:2]([C:15]1[CH:16]=[C:17]([CH3:21])[CH:18]=[CH:19][CH:20]=1)([CH2:8][C:9]1[CH:14]=[CH:13][CH:12]=[CH:11][CH:10]=1)[C:3]([OH:5])=[O:4]. The catalyst class is: 12. (7) Reactant: C(N(CC)CC)C.[C:16](O[C:16]([O:18][C:19]([CH3:22])([CH3:21])[CH3:20])=[O:17])([O:18][C:19]([CH3:22])([CH3:21])[CH3:20])=[O:17].C(#N)C.[CH2:26]([O:33][CH2:34][C@@H:35]1[NH:40][C:39](=[O:41])[CH2:38][O:37][CH2:36]1)[C:27]1[CH:32]=[CH:31][CH:30]=[CH:29][CH:28]=1. Product: [C:19]([O:18][C:16]([N:40]1[C:39](=[O:41])[CH2:38][O:37][CH2:36][C@@H:35]1[CH2:34][O:33][CH2:26][C:27]1[CH:32]=[CH:31][CH:30]=[CH:29][CH:28]=1)=[O:17])([CH3:20])([CH3:21])[CH3:22]. The catalyst class is: 768. (8) The catalyst class is: 160. Product: [C:14]1([S:11]([N:8]2[C:5]3=[N:6][CH:7]=[C:2]([NH:24][C:25](=[O:27])[O:26][C:35]([CH3:61])([CH3:36])[CH3:34])[CH:3]=[C:4]3[CH:10]=[CH:9]2)(=[O:13])=[O:12])[CH:19]=[CH:18][CH:17]=[CH:16][CH:15]=1. Reactant: Br[C:2]1[CH:3]=[C:4]2[CH:10]=[CH:9][N:8]([S:11]([C:14]3[CH:19]=[CH:18][CH:17]=[CH:16][CH:15]=3)(=[O:13])=[O:12])[C:5]2=[N:6][CH:7]=1.C([NH:24][C:25](=[O:27])[O-:26])(C)(C)C.C(=O)([O-])[O-].[Cs+].[Cs+].[CH3:34][C:35]1(C)[C:61]2C(=C(P(C3C=CC=CC=3)C3C=CC=CC=3)C=CC=2)OC2C(P(C3C=CC=CC=3)C3C=CC=CC=3)=CC=C[C:36]1=2. (9) Reactant: Br[C:2]1[CH:3]=[C:4]2[N:10](COCC[Si](C)(C)C)[C:9]([C:19]3[CH:24]=[CH:23][N:22]=[C:21]([NH:25][C:26](=[O:28])[CH3:27])[CH:20]=3)=[C:8]([C:29]3[CH:34]=[CH:33][C:32]([O:35][CH3:36])=[CH:31][N:30]=3)[C:5]2=[N:6][CH:7]=1.[C:37]([NH2:40])(=[O:39])[CH3:38].CC1(C)C2C(=C(P(C3C=CC=CC=3)C3C=CC=CC=3)C=CC=2)OC2C(P(C3C=CC=CC=3)C3C=CC=CC=3)=CC=CC1=2.C(=O)([O-])[O-].[Cs+].[Cs+].Cl. Product: [C:37]([NH:40][C:2]1[CH:3]=[C:4]2[NH:10][C:9]([C:19]3[CH:24]=[CH:23][N:22]=[C:21]([NH:25][C:26](=[O:28])[CH3:27])[CH:20]=3)=[C:8]([C:29]3[CH:34]=[CH:33][C:32]([O:35][CH3:36])=[CH:31][N:30]=3)[C:5]2=[N:6][CH:7]=1)(=[O:39])[CH3:38]. The catalyst class is: 62.